From a dataset of Catalyst prediction with 721,799 reactions and 888 catalyst types from USPTO. Predict which catalyst facilitates the given reaction. Reactant: [CH3:1][O:2][C:3]1C=[CH:11][C:10](C)=[CH:9][C:4]=1C(OC)=S.[Br-].[Br-].[Br-].[C:17]1([N+](C)(C)C)C=CC=CC=1.C1([N+](C)(C)C)C=CC=CC=1.C1([N+](C)(C)C)C=CC=CC=1.[S:47](=[O:50])(O)[O-].[Na+].Cl.[C:53]([O:56][CH2:57]C)(=[O:55])[CH3:54]. Product: [CH3:1][O:2][C:3]1[CH:4]=[CH:9][C:10]([S:47]([CH3:17])=[O:50])=[CH:11][C:54]=1[C:53]([O:56][CH3:57])=[O:55]. The catalyst class is: 803.